The task is: Predict the reactants needed to synthesize the given product.. This data is from Full USPTO retrosynthesis dataset with 1.9M reactions from patents (1976-2016). Given the product [CH3:1][O:2][C:3](=[O:11])[C:4]([O:10][CH2:20][C:19]([C:15]1[CH:16]=[CH:17][CH:18]=[C:13]([Br:12])[CH:14]=1)=[O:23])([CH3:9])[C:5]([F:7])([F:6])[F:8], predict the reactants needed to synthesize it. The reactants are: [CH3:1][O:2][C:3](=[O:11])[C:4]([OH:10])([CH3:9])[C:5]([F:8])([F:7])[F:6].[Br:12][C:13]1[CH:14]=[C:15]([C:19](=[O:23])[CH:20]=[N+]=[N-])[CH:16]=[CH:17][CH:18]=1.